This data is from Catalyst prediction with 721,799 reactions and 888 catalyst types from USPTO. The task is: Predict which catalyst facilitates the given reaction. Reactant: Cl[Sn]Cl.Cl.[CH2:5]([O:7][P:8]([CH2:13][O:14][C:15]1[CH:20]=[CH:19][C:18]([CH:21]=[CH2:22])=[CH:17][C:16]=1[N+:23]([O-])=O)([O:10][CH2:11][CH3:12])=[O:9])[CH3:6]. Product: [CH2:11]([O:10][P:8]([CH2:13][O:14][C:15]1[CH:20]=[CH:19][C:18]([CH:21]=[CH2:22])=[CH:17][C:16]=1[NH2:23])([O:7][CH2:5][CH3:6])=[O:9])[CH3:12]. The catalyst class is: 5.